Dataset: Catalyst prediction with 721,799 reactions and 888 catalyst types from USPTO. Task: Predict which catalyst facilitates the given reaction. (1) Reactant: O.O[N:3]1[C:7]2C=CC=[CH:11][C:6]=2N=N1.Cl.C(N=C=NCCCN(C)C)C.[C:24]([O:28][C:29]([N:31]1[CH2:38][C@@H:37]([OH:39])[CH2:36][C@H:32]1[C:33]([OH:35])=O)=[O:30])([CH3:27])([CH3:26])[CH3:25].C(=O)([O-])[O-].[K+].[K+]. Product: [N:3]1([C:33]([C@@H:32]2[CH2:36][C@H:37]([OH:39])[CH2:38][N:31]2[C:29]([O:28][C:24]([CH3:25])([CH3:26])[CH3:27])=[O:30])=[O:35])[CH2:11][CH2:6][CH2:7]1. The catalyst class is: 434. (2) Reactant: O[CH2:2][C:3]1[CH:4]=[CH:5][C:6]([C:9]#[N:10])=[N:7][CH:8]=1.S(Cl)(C)(=O)=O.C(N(CC)CC)C.S([O-])(=O)(=O)C.[N-:28]=[N+:29]=[N-:30].[Na+]. Product: [N:28]([CH2:2][C:3]1[CH:4]=[CH:5][C:6]([C:9]#[N:10])=[N:7][CH:8]=1)=[N+:29]=[N-:30]. The catalyst class is: 606. (3) Reactant: ClC1C=NC2C=C3CCN([C:17](=[O:22])[C:18]([F:21])([F:20])[F:19])CCC3=CC=2N=1.[CH3:23][O:24][C:25]1[CH:26]=[N:27][C:28]2[CH:29]=[C:30]3[CH2:39][CH2:38][NH:37][CH2:36][CH2:35][C:31]3=[CH:32][C:33]=2[N:34]=1.C(=O)([O-])[O-].[K+].[K+]. Product: [F:19][C:18]([F:21])([F:20])[C:17]([OH:22])=[O:24].[CH3:23][O:24][C:25]1[CH:26]=[N:27][C:28]2[CH:29]=[C:30]3[CH2:39][CH2:38][NH:37][CH2:36][CH2:35][C:31]3=[CH:32][C:33]=2[N:34]=1. The catalyst class is: 5. (4) Reactant: N(C(OC(C)C)=O)=NC(OC(C)C)=O.[Br:15][C:16]1[CH:17]=[C:18]([OH:22])[CH:19]=[CH:20][CH:21]=1.[O:23]1[CH2:27][CH2:26][CH2:25][C@H:24]1[CH2:28]O.C1(P(C2C=CC=CC=2)C2C=CC=CC=2)C=CC=CC=1. Product: [Br:15][C:16]1[CH:17]=[C:18]([CH:19]=[CH:20][CH:21]=1)[O:22][CH2:28][C@@H:24]1[CH2:25][CH2:26][CH2:27][O:23]1. The catalyst class is: 1. (5) Reactant: [Cl:1][C:2]1[N:7]=[C:6](Cl)[CH:5]=[CH:4][N:3]=1.[NH2:9][C:10]1[CH:18]=[CH:17][C:13]2[N:14]=[CH:15][NH:16][C:12]=2[CH:11]=1.CCN(CC)CC. Product: [Cl:1][C:2]1[N:7]=[C:6]([NH:9][C:10]2[CH:18]=[CH:17][C:13]3[NH:14][CH:15]=[N:16][C:12]=3[CH:11]=2)[CH:5]=[CH:4][N:3]=1. The catalyst class is: 14. (6) The catalyst class is: 3. Reactant: [Cl:1][C:2]1[N:7]=[N:6][C:5]([O:8][CH3:9])=[C:4]([CH:10]=O)[CH:3]=1.[NH2:12][C:13]1[C:18]([NH2:19])=[CH:17][CH:16]=[CH:15][C:14]=1[CH3:20]. Product: [Cl:1][C:2]1[N:7]=[N:6][C:5]([O:8][CH3:9])=[C:4]([C:10]2[NH:12][C:13]3[C:14]([CH3:20])=[CH:15][CH:16]=[CH:17][C:18]=3[N:19]=2)[CH:3]=1. (7) Reactant: [F:1][C:2]1[CH:3]=[C:4]([C:9]2[N:13]3[C:14]([CH3:18])=[CH:15][CH:16]=[CH:17][C:12]3=[N:11][C:10]=2[C:19](=O)[CH3:20])[CH:5]=[C:6]([F:8])[CH:7]=1.C([O-])(=O)C.[NH4+].C([BH3-])#[N:28].[Na+]. Product: [F:1][C:2]1[CH:3]=[C:4]([C:9]2[N:13]3[C:14]([CH3:18])=[CH:15][CH:16]=[CH:17][C:12]3=[N:11][C:10]=2[CH:19]([NH2:28])[CH3:20])[CH:5]=[C:6]([F:8])[CH:7]=1. The catalyst class is: 5.